This data is from NCI-60 drug combinations with 297,098 pairs across 59 cell lines. The task is: Regression. Given two drug SMILES strings and cell line genomic features, predict the synergy score measuring deviation from expected non-interaction effect. Drug 1: C1CCC(C1)C(CC#N)N2C=C(C=N2)C3=C4C=CNC4=NC=N3. Drug 2: CN(C)N=NC1=C(NC=N1)C(=O)N. Cell line: OVCAR-4. Synergy scores: CSS=-3.12, Synergy_ZIP=0.167, Synergy_Bliss=-3.01, Synergy_Loewe=-3.08, Synergy_HSA=-3.85.